This data is from Reaction yield outcomes from USPTO patents with 853,638 reactions. The task is: Predict the reaction yield, written as a fraction of the theoretical maximum amount of product (1.0 means a 100% yield; for example, 0.34 means a 34% yield). (1) The reactants are C[O:2][C:3](=[O:30])[CH2:4][C:5]1[CH:10]=[CH:9][CH:8]=[C:7]([O:11][CH2:12][CH2:13][CH2:14][NH:15][CH2:16][CH:17]([C:24]2[CH:29]=[CH:28][CH:27]=[CH:26][CH:25]=2)[C:18]2[CH:23]=[CH:22][CH:21]=[CH:20][CH:19]=2)[CH:6]=1.[OH-].[Na+]. The catalyst is CO. The product is [C:24]1([CH:17]([C:18]2[CH:19]=[CH:20][CH:21]=[CH:22][CH:23]=2)[CH2:16][NH:15][CH2:14][CH2:13][CH2:12][O:11][C:7]2[CH:6]=[C:5]([CH2:4][C:3]([OH:30])=[O:2])[CH:10]=[CH:9][CH:8]=2)[CH:25]=[CH:26][CH:27]=[CH:28][CH:29]=1. The yield is 0.830. (2) The reactants are [NH2:1][C:2]1[C:7]([F:8])=[C:6](Br)[N:5]=[C:4]([C:10]([O:12][CH3:13])=[O:11])[C:3]=1[Cl:14].[CH3:15][Sn:16]([CH3:22])([CH3:21])[Sn:16]([CH3:22])([CH3:21])[CH3:15]. The catalyst is O1CCOCC1.Cl[Pd](Cl)([P](C1C=CC=CC=1)(C1C=CC=CC=1)C1C=CC=CC=1)[P](C1C=CC=CC=1)(C1C=CC=CC=1)C1C=CC=CC=1. The product is [NH2:1][C:2]1[C:7]([F:8])=[C:6]([Sn:16]([CH3:22])([CH3:21])[CH3:15])[N:5]=[C:4]([C:10]([O:12][CH3:13])=[O:11])[C:3]=1[Cl:14]. The yield is 1.00. (3) The reactants are [CH3:1][O:2][C:3](=[O:27])[C:4]1[CH:9]=[CH:8][C:7]([CH3:10])=[C:6]([NH:11][CH2:12][C:13]([C:15]2[CH:16]=[N:17][N:18]([C:21]3[CH:26]=[CH:25][CH:24]=[CH:23][CH:22]=3)[C:19]=2[CH3:20])=O)[CH:5]=1.[C:28]([S-:30])#[N:29].[K+]. The catalyst is CC(O)=O. The product is [CH3:1][O:2][C:3](=[O:27])[C:4]1[CH:9]=[CH:8][C:7]([CH3:10])=[C:6]([N:11]2[CH:12]=[C:13]([C:15]3[CH:16]=[N:17][N:18]([C:21]4[CH:26]=[CH:25][CH:24]=[CH:23][CH:22]=4)[C:19]=3[CH3:20])[N:29]=[C:28]2[SH:30])[CH:5]=1. The yield is 0.670. (4) The reactants are [NH:1]1[CH2:4][CH:3]([O:5][C:6]2[CH:11]=[C:10]([F:12])[C:9]([C@@H:13]3[C:25]4[NH:24][C:23]5[C:18](=[CH:19][CH:20]=[CH:21][CH:22]=5)[C:17]=4[CH2:16][C@@H:15]([CH3:26])[N:14]3[CH2:27][C:28]([F:31])([CH3:30])[CH3:29])=[C:8]([F:32])[CH:7]=2)[CH2:2]1.Br[CH2:34][CH2:35][CH2:36][F:37].C(N(C(C)C)C(C)C)C.C(OCC)(=O)C. The catalyst is CN(C)C=O.O. The product is [F:12][C:10]1[CH:11]=[C:6]([O:5][CH:3]2[CH2:4][N:1]([CH2:34][CH2:35][CH2:36][F:37])[CH2:2]2)[CH:7]=[C:8]([F:32])[C:9]=1[C@@H:13]1[C:25]2[NH:24][C:23]3[C:18]([C:17]=2[CH2:16][C@@H:15]([CH3:26])[N:14]1[CH2:27][C:28]([F:31])([CH3:29])[CH3:30])=[CH:19][CH:20]=[CH:21][CH:22]=3. The yield is 0.0800. (5) The reactants are [CH3:1][O:2][C:3]1[CH:4]=[C:5]2[C:10](=[CH:11][CH:12]=1)[C:9](=[O:13])[NH:8][CH2:7][CH2:6]2.[N+:14]([O-])([OH:16])=[O:15]. The catalyst is OS(O)(=O)=O. The product is [CH3:1][O:2][C:3]1[CH:4]=[C:5]2[C:10](=[CH:11][C:12]=1[N+:14]([O-:16])=[O:15])[C:9](=[O:13])[NH:8][CH2:7][CH2:6]2. The yield is 0.710.